The task is: Predict the reactants needed to synthesize the given product.. This data is from Full USPTO retrosynthesis dataset with 1.9M reactions from patents (1976-2016). Given the product [C:15]1([CH:14]2[C:5]3=[N:4][NH:3][C:2](=[O:1])[C:11]4[CH:10]=[CH:9][CH:8]=[C:7]([C:6]=43)[NH:12][CH:13]2[C:21]2[CH:22]=[CH:23][C:24]([CH2:25][N:33]3[CH2:38][CH2:37][NH:36][CH2:35][CH2:34]3)=[CH:27][CH:28]=2)[CH:20]=[CH:19][CH:18]=[CH:17][CH:16]=1, predict the reactants needed to synthesize it. The reactants are: [O:1]=[C:2]1[C:11]2[CH:10]=[CH:9][CH:8]=[C:7]3[NH:12][CH:13]([C:21]4[CH:28]=[CH:27][C:24]([CH:25]=O)=[CH:23][CH:22]=4)[CH:14]([C:15]4[CH:20]=[CH:19][CH:18]=[CH:17][CH:16]=4)[C:5]([C:6]=23)=[N:4][NH:3]1.C(O)(=O)C.[N:33]1(C(OC(C)(C)C)=O)[CH2:38][CH2:37][NH:36][CH2:35][CH2:34]1.